From a dataset of NCI-60 drug combinations with 297,098 pairs across 59 cell lines. Regression. Given two drug SMILES strings and cell line genomic features, predict the synergy score measuring deviation from expected non-interaction effect. (1) Cell line: UACC62. Drug 1: C1=C(C(=O)NC(=O)N1)F. Synergy scores: CSS=39.5, Synergy_ZIP=-16.0, Synergy_Bliss=-20.5, Synergy_Loewe=-10.3, Synergy_HSA=-9.22. Drug 2: C1C(C(OC1N2C=C(C(=O)NC2=O)F)CO)O. (2) Drug 1: CS(=O)(=O)CCNCC1=CC=C(O1)C2=CC3=C(C=C2)N=CN=C3NC4=CC(=C(C=C4)OCC5=CC(=CC=C5)F)Cl. Drug 2: CC(C)NC(=O)C1=CC=C(C=C1)CNNC.Cl. Cell line: PC-3. Synergy scores: CSS=2.05, Synergy_ZIP=5.23, Synergy_Bliss=-1.29, Synergy_Loewe=0.245, Synergy_HSA=-1.91. (3) Drug 2: CC(C)CN1C=NC2=C1C3=CC=CC=C3N=C2N. Synergy scores: CSS=-0.810, Synergy_ZIP=2.00, Synergy_Bliss=2.58, Synergy_Loewe=0.554, Synergy_HSA=-0.131. Cell line: SK-MEL-28. Drug 1: COC1=NC(=NC2=C1N=CN2C3C(C(C(O3)CO)O)O)N. (4) Drug 1: CCCS(=O)(=O)NC1=C(C(=C(C=C1)F)C(=O)C2=CNC3=C2C=C(C=N3)C4=CC=C(C=C4)Cl)F. Drug 2: CCN(CC)CCCC(C)NC1=C2C=C(C=CC2=NC3=C1C=CC(=C3)Cl)OC. Cell line: SK-MEL-28. Synergy scores: CSS=40.2, Synergy_ZIP=-0.749, Synergy_Bliss=0.221, Synergy_Loewe=-9.52, Synergy_HSA=0.565. (5) Drug 1: CCCS(=O)(=O)NC1=C(C(=C(C=C1)F)C(=O)C2=CNC3=C2C=C(C=N3)C4=CC=C(C=C4)Cl)F. Drug 2: C1CC(=O)NC(=O)C1N2C(=O)C3=CC=CC=C3C2=O. Cell line: NCI-H522. Synergy scores: CSS=8.36, Synergy_ZIP=4.02, Synergy_Bliss=9.11, Synergy_Loewe=6.55, Synergy_HSA=7.76. (6) Drug 1: C1CC(=O)NC(=O)C1N2CC3=C(C2=O)C=CC=C3N. Drug 2: CCC(=C(C1=CC=CC=C1)C2=CC=C(C=C2)OCCN(C)C)C3=CC=CC=C3.C(C(=O)O)C(CC(=O)O)(C(=O)O)O. Cell line: SNB-19. Synergy scores: CSS=1.91, Synergy_ZIP=-0.964, Synergy_Bliss=-0.191, Synergy_Loewe=0.844, Synergy_HSA=-0.354. (7) Drug 1: CC1C(C(CC(O1)OC2CC(CC3=C2C(=C4C(=C3O)C(=O)C5=C(C4=O)C(=CC=C5)OC)O)(C(=O)CO)O)N)O.Cl. Drug 2: CC12CCC3C(C1CCC2O)C(CC4=C3C=CC(=C4)O)CCCCCCCCCS(=O)CCCC(C(F)(F)F)(F)F. Cell line: HCT-15. Synergy scores: CSS=34.0, Synergy_ZIP=-2.12, Synergy_Bliss=0.163, Synergy_Loewe=-1.51, Synergy_HSA=-0.00111.